This data is from Peptide-MHC class II binding affinity with 134,281 pairs from IEDB. The task is: Regression. Given a peptide amino acid sequence and an MHC pseudo amino acid sequence, predict their binding affinity value. This is MHC class II binding data. (1) The peptide sequence is AFILDGDNLFYKV. The MHC is DRB3_0101 with pseudo-sequence DRB3_0101. The binding affinity (normalized) is 0.849. (2) The peptide sequence is EMGANLCVERVLDCR. The MHC is DRB1_0301 with pseudo-sequence DRB1_0301. The binding affinity (normalized) is 0.566.